From a dataset of Experimentally validated miRNA-target interactions with 360,000+ pairs, plus equal number of negative samples. Binary Classification. Given a miRNA mature sequence and a target amino acid sequence, predict their likelihood of interaction. (1) The miRNA is hsa-miR-4723-5p with sequence UGGGGGAGCCAUGAGAUAAGAGCA. The protein sequence of the target gene is MRDRLPDLTACRKNDDGDTVVVVEKDHFMDDFFHQVEEIRNSIDKITQYVEEVKKNHSIILSAPNPEGKIKEELEDLNKEIKKTANKIRAKLKAIEQSFDQDESGNRTSVDLRIRRTQHSVLSRKFVEAMAEYNEAQTLFRERSKGRIQRQLEITGRTTTDDELEEMLESGKPSIFTSDIISDSQITRQALNEIESRHKDIMKLETSIRELHEMFMDMAMFVETQGEMINNIERNVMNATDYVEHAKEETKKAIKYQSKARRKKWIIIAVSVVLVAIIALIIGLSVGK. Result: 0 (no interaction). (2) The miRNA is hsa-miR-4790-3p with sequence UGAAUGGUAAAGCGAUGUCACA. The protein sequence of the target gene is MGGAVSAGEDNDELIDNLKEAQYIRTDLVEQAFRAIDRADYYLEEFKENAYKDLAWKHGNIHLSAPCIYSEVMEALDLQPGLSFLNLGSGTGYLSSMVGLILGPFGVNHGVELHSDVTEYAKQKLDVFIRTSDSFDKFDFCEPSFVTGNCLEIAPDCCQYDRVYCGAGVQKEHEEYMKNLLKVGGILVMPLEEKLTKITRTGPSAWETKKILAVSFAPLVQPCRSESGQSRLVQLPPPAVRSLQDLARLAIRGSIKRAMRQEATRGGGLKNTPMFKRRRVRRRRMETIVFLDKEVFASRI.... Result: 0 (no interaction). (3) The miRNA is hsa-miR-548ao-3p with sequence AAAGACCGUGACUACUUUUGCA. The protein sequence of the target gene is MSEKSVEAAAELSAKDLKEKKDKVEEKAGRKERKKEVVEEEENGAEEEEEETAEDGEDDDEGDEEDEEEEEEDEGPVRKRTAEEEDEADPKRQKTENGASA. Result: 0 (no interaction). (4) The miRNA is hsa-miR-1251-3p with sequence CGCUUUGCUCAGCCAGUGUAG. The protein sequence of the target gene is MAEGDNRSSNLLAVETASLEEQLQGWGEVMLMADKVLRWERAWFPPAIMGVVSLLFLIIYYLDPSVLSGVSCFVMFLCLADYLVPILAPRIFGSNKWTTEQQQRFHEICSNLVKTRRRAVGWWKRLFSLKEEKPKMYFMTMIISLAAVAWVGQQVHNLLLTYLIVTFVLLLPGLNQHGIILKYIGMAKREINKLLKQKEKKNE. Result: 0 (no interaction). (5) The miRNA is hsa-miR-6752-3p with sequence UCCCUGCCCCCAUACUCCCAG. The protein sequence of the target gene is MGSGRVPGLCLLVLLVHARAAQYSKAAQDVDECVEGTDNCHIDAICQNTPRSYKCICKSGYTGDGKHCKDVDECEREDNAGCVHDCVNIPGNYRCTCYDGFHLAHDGHNCLDVDECAEGNGGCQQSCVNMMGSYECHCREGFFLSDNQHTCIQRPEEGMNCMNKNHGCAHICRETPKGGIACECRPGFELTKNQRDCKLTCNYGNGGCQHTCDDTEQGPRCGCHIKFVLHTDGKTCIETCAVNNGGCDSKCHDAATGVHCTCPVGFMLQPDRKTCKDIDECRLNNGGCDHICRNTVGSFE.... Result: 0 (no interaction). (6) The miRNA is hsa-miR-4530 with sequence CCCAGCAGGACGGGAGCG. The protein sequence of the target gene is MGNISSNISAFQSLHIVMLGLDSAGKTTVLYRLKFNEFVNTVPTIGFNTEKIKLSNGTAKGISCHFWDVGGQEKLRPLWKSYSRCTDGIIYVVDSVDVDRLEEAKTELHKVTKFAENQGTPLLVIANKQDLPKSLPVAEIEKQLALHELIPATTYHVQPACAIIGEGLTEGMDKLYEMILKRRKSLKQKKKR. Result: 1 (interaction).